Predict the reaction yield, written as a fraction of the theoretical maximum amount of product (1.0 means a 100% yield; for example, 0.34 means a 34% yield). From a dataset of Reaction yield outcomes from USPTO patents with 853,638 reactions. (1) The reactants are C[O-].[Na+].[CH2:4]([N:6]([CH2:32][CH3:33])[CH2:7][CH2:8][S:9][C:10]1[CH:15]=[CH:14][C:13](/[CH:16]=[CH:17]/[C:18](OC)=[O:19])=[CH:12][C:11]=1[NH:22][CH2:23][CH2:24][CH2:25][C:26]1[CH:31]=[CH:30][CH:29]=[CH:28][CH:27]=1)[CH3:5].[OH:34][NH:35]Cl.Cl.CO. The catalyst is CO. The product is [CH2:4]([N:6]([CH2:32][CH3:33])[CH2:7][CH2:8][S:9][C:10]1[CH:15]=[CH:14][C:13](/[CH:16]=[CH:17]/[C:18]([NH:35][OH:34])=[O:19])=[CH:12][C:11]=1[NH:22][CH2:23][CH2:24][CH2:25][C:26]1[CH:31]=[CH:30][CH:29]=[CH:28][CH:27]=1)[CH3:5]. The yield is 0.0200. (2) The reactants are C(N(CC)CC)C.[N:8]1([C:14]([O:16][C:17]([CH3:20])([CH3:19])[CH3:18])=[O:15])[CH2:13][CH2:12][NH:11][CH2:10][CH2:9]1.[Br:21][C:22]1[CH:27]=[CH:26][C:25]([S:28](Cl)(=[O:30])=[O:29])=[CH:24][CH:23]=1. The catalyst is C(Cl)Cl.CCOC(C)=O. The product is [Br:21][C:22]1[CH:27]=[CH:26][C:25]([S:28]([N:11]2[CH2:12][CH2:13][N:8]([C:14]([O:16][C:17]([CH3:20])([CH3:19])[CH3:18])=[O:15])[CH2:9][CH2:10]2)(=[O:30])=[O:29])=[CH:24][CH:23]=1. The yield is 0.950. (3) The reactants are I[C:2]1[C:3]2[S:11][CH:10]=[C:9]([C:12]3[CH:13]=[C:14]4[C:18](=[CH:19][CH:20]=3)[N:17]([C:21](=[O:29])[CH2:22][C:23]3[CH:28]=[CH:27][CH:26]=[CH:25][CH:24]=3)[CH2:16][CH2:15]4)[C:4]=2[C:5]([NH2:8])=[N:6][CH:7]=1.B1([C:39]2[CH2:44][CH2:43][N:42]([C:45]([O:47][C:48]([CH3:51])([CH3:50])[CH3:49])=[O:46])[CH2:41][CH:40]=2)OC(C)(C)C(C)(C)O1.C(=O)(O)[O-].[Na+].CCOC(C)=O. The catalyst is O1CCOCC1.C1C=CC(P(C2C=CC=CC=2)[C-]2C=CC=C2)=CC=1.C1C=CC(P(C2C=CC=CC=2)[C-]2C=CC=C2)=CC=1.Cl[Pd]Cl.[Fe+2].C(Cl)Cl. The product is [NH2:8][C:5]1[C:4]2[C:9]([C:12]3[CH:13]=[C:14]4[C:18](=[CH:19][CH:20]=3)[N:17]([C:21](=[O:29])[CH2:22][C:23]3[CH:28]=[CH:27][CH:26]=[CH:25][CH:24]=3)[CH2:16][CH2:15]4)=[CH:10][S:11][C:3]=2[C:2]([C:39]2[CH2:44][CH2:43][N:42]([C:45]([O:47][C:48]([CH3:51])([CH3:50])[CH3:49])=[O:46])[CH2:41][CH:40]=2)=[CH:7][N:6]=1. The yield is 0.850. (4) The reactants are [CH:1]12[CH2:6][CH:4]([CH2:5]1)[CH2:3][N:2]2[C:7]1[N:12]=[C:11]([C:13]2[CH:14]=[C:15]([C:20]([F:23])([F:22])[F:21])[C:16]([NH2:19])=[N:17][CH:18]=2)[CH:10]=[C:9]([N:24]2[CH2:29][C@@H:28]3[CH2:30][C@H:25]2[CH2:26][NH:27]3)[N:8]=1.[C:31](OC(=O)C)(=[O:33])[CH3:32].C(N(C(C)C)C(C)C)C. The catalyst is CS(C)=O. The product is [NH2:19][C:16]1[N:17]=[CH:18][C:13]([C:11]2[N:12]=[C:7]([N:2]3[CH2:3][CH:4]4[CH2:5][CH:1]3[CH2:6]4)[N:8]=[C:9]([N:24]3[CH2:29][C@@H:28]4[CH2:30][C@H:25]3[CH2:26][N:27]4[C:31](=[O:33])[CH3:32])[CH:10]=2)=[CH:14][C:15]=1[C:20]([F:23])([F:22])[F:21]. The yield is 0.400. (5) The reactants are O.Cl.[NH2:3][C@@H:4]([C:7]([OH:9])=[O:8])[CH2:5][SH:6].[OH:10][C:11]1[CH:18]=[C:17]([OH:19])[CH:16]=[CH:15][C:12]=1[C:13]#N.P([O-])([O-])([O-])=O.C([O-])(O)=O.[Na+]. The catalyst is CO. The product is [OH:10][C:11]1[CH:18]=[C:17]([OH:19])[CH:16]=[CH:15][C:12]=1[C:13]1[S:6][CH2:5][C@H:4]([C:7]([OH:9])=[O:8])[N:3]=1. The yield is 0.660. (6) The reactants are CO[Na].[CH2:4]([N:11]1[C:15](=[O:16])/[C:14](=[C:17](\[NH:27][CH2:28][C:29]2[CH:34]=[CH:33][CH:32]=[CH:31][N:30]=2)/[CH2:18][C:19]2[CH:24]=[CH:23][CH:22]=[C:21]([O:25][CH3:26])[CH:20]=2)/[C:13]([CH2:35][C:36]([O:38]C)=O)=[N:12]1)[C:5]1[CH:10]=[CH:9][CH:8]=[CH:7][CH:6]=1. The catalyst is CO. The product is [CH2:4]([N:11]1[C:15](=[O:16])[C:14]2=[C:17]([CH2:18][C:19]3[CH:24]=[CH:23][CH:22]=[C:21]([O:25][CH3:26])[CH:20]=3)[N:27]([CH2:28][C:29]3[CH:34]=[CH:33][CH:32]=[CH:31][N:30]=3)[C:36](=[O:38])[CH:35]=[C:13]2[NH:12]1)[C:5]1[CH:6]=[CH:7][CH:8]=[CH:9][CH:10]=1. The yield is 0.430.